This data is from Full USPTO retrosynthesis dataset with 1.9M reactions from patents (1976-2016). The task is: Predict the reactants needed to synthesize the given product. (1) Given the product [CH:31]1([C:2]2[CH:3]=[C:4]3[C:9](=[C:10]([F:12])[CH:11]=2)[C:8](=[O:13])[NH:7][CH2:6][CH2:5]3)[CH2:32][CH2:27]1, predict the reactants needed to synthesize it. The reactants are: Br[C:2]1[CH:3]=[C:4]2[C:9](=[C:10]([F:12])[CH:11]=1)[C:8](=[O:13])[NH:7][CH2:6][CH2:5]2.C1(P([CH:27]2[CH2:32][CH2:31]CCC2)C2CCCCC2)CCCCC1.C1(B(O)O)CC1.P([O-])([O-])([O-])=O.[K+].[K+].[K+]. (2) The reactants are: [Cl:1][CH2:2][CH2:3][N:4]([CH2:15][CH2:16][Cl:17])[P:5](Cl)([N:7]([CH2:11][CH2:12][Cl:13])[CH2:8][CH2:9][Cl:10])=[O:6].[OH:18][CH2:19][CH2:20][S:21][CH2:22][CH2:23][OH:24].CC(C)([O-])C.[K+]. Given the product [Cl:17][CH2:16][CH2:15][N:4]([CH2:3][CH2:2][Cl:1])[P:5]([N:7]([CH2:11][CH2:12][Cl:13])[CH2:8][CH2:9][Cl:10])(=[O:6])[O:18][CH2:19][CH2:20][S:21][CH2:22][CH2:23][OH:24], predict the reactants needed to synthesize it.